This data is from NCI-60 drug combinations with 297,098 pairs across 59 cell lines. The task is: Regression. Given two drug SMILES strings and cell line genomic features, predict the synergy score measuring deviation from expected non-interaction effect. (1) Drug 1: CC1C(C(CC(O1)OC2CC(CC3=C2C(=C4C(=C3O)C(=O)C5=C(C4=O)C(=CC=C5)OC)O)(C(=O)C)O)N)O.Cl. Drug 2: CN(C)N=NC1=C(NC=N1)C(=O)N. Cell line: HT29. Synergy scores: CSS=1.30, Synergy_ZIP=-9.31, Synergy_Bliss=-7.26, Synergy_Loewe=-29.3, Synergy_HSA=-8.22. (2) Drug 2: CC(C)NC(=O)C1=CC=C(C=C1)CNNC.Cl. Synergy scores: CSS=25.0, Synergy_ZIP=0.0101, Synergy_Bliss=0.991, Synergy_Loewe=-19.5, Synergy_HSA=1.24. Cell line: OVCAR-5. Drug 1: CC1C(C(=O)NC(C(=O)N2CCCC2C(=O)N(CC(=O)N(C(C(=O)O1)C(C)C)C)C)C(C)C)NC(=O)C3=C4C(=C(C=C3)C)OC5=C(C(=O)C(=C(C5=N4)C(=O)NC6C(OC(=O)C(N(C(=O)CN(C(=O)C7CCCN7C(=O)C(NC6=O)C(C)C)C)C)C(C)C)C)N)C. (3) Cell line: CAKI-1. Synergy scores: CSS=65.2, Synergy_ZIP=-8.18, Synergy_Bliss=-5.70, Synergy_Loewe=-6.46, Synergy_HSA=-1.44. Drug 1: CN1CCC(CC1)COC2=C(C=C3C(=C2)N=CN=C3NC4=C(C=C(C=C4)Br)F)OC. Drug 2: CCC1=C2CN3C(=CC4=C(C3=O)COC(=O)C4(CC)O)C2=NC5=C1C=C(C=C5)O.